From a dataset of Forward reaction prediction with 1.9M reactions from USPTO patents (1976-2016). Predict the product of the given reaction. (1) Given the reactants [CH3:1][C@H:2]1[O:6][C:5](=[O:7])[N:4]([CH2:8][C:9]2[CH:14]=[CH:13][C:12](/[CH:15]=[CH:16]/[C:17]3[CH:22]=[CH:21][CH:20]=[CH:19][CH:18]=3)=[CH:11][CH:10]=2)[CH2:3]1.[H][H], predict the reaction product. The product is: [CH3:1][C@H:2]1[O:6][C:5](=[O:7])[N:4]([CH2:8][C:9]2[CH:14]=[CH:13][C:12]([CH2:15][CH2:16][C:17]3[CH:22]=[CH:21][CH:20]=[CH:19][CH:18]=3)=[CH:11][CH:10]=2)[CH2:3]1. (2) The product is: [CH3:12][O:5][C:4](=[O:6])[C:3]1[C:7]([F:11])=[CH:8][CH:9]=[CH:10][C:2]=1[NH2:1]. Given the reactants [NH2:1][C:2]1[CH:10]=[CH:9][CH:8]=[C:7]([F:11])[C:3]=1[C:4]([OH:6])=[O:5].[CH3:12][Si](C=[N+]=[N-])(C)C, predict the reaction product. (3) Given the reactants Cl[C:2]1[C:3]2[C:10]([C:11]3[CH:16]=[CH:15][CH:14]=[CH:13][CH:12]=3)=[CH:9][S:8][C:4]=2[N:5]=[CH:6][N:7]=1.[NH:17]1[CH2:22][CH2:21][CH:20]([C:23]([OH:25])=[O:24])[CH2:19][CH2:18]1.C(N(CC)CC)C, predict the reaction product. The product is: [C:11]1([C:10]2[C:3]3[C:2]([N:17]4[CH2:22][CH2:21][CH:20]([C:23]([OH:25])=[O:24])[CH2:19][CH2:18]4)=[N:7][CH:6]=[N:5][C:4]=3[S:8][CH:9]=2)[CH:16]=[CH:15][CH:14]=[CH:13][CH:12]=1. (4) Given the reactants C(NC(C)C)(C)C.[Li]CCCC.CCCCCC.[O:19]1[C:23]2([CH2:28][CH2:27][CH:26]([C:29]#[N:30])[CH2:25][CH2:24]2)[O:22][CH2:21][CH2:20]1.[Cl:31][C:32]1[CH:33]=[C:34]([CH:37]=[CH:38][CH:39]=1)[CH2:35]Br, predict the reaction product. The product is: [Cl:31][C:32]1[CH:33]=[C:34]([CH:37]=[CH:38][CH:39]=1)[CH2:35][C:26]1([C:29]#[N:30])[CH2:27][CH2:28][C:23]2([O:22][CH2:21][CH2:20][O:19]2)[CH2:24][CH2:25]1. (5) Given the reactants [NH2:1][C@H:2]1[C:11]2[C:6](=[CH:7][CH:8]=[CH:9][CH:10]=2)[N:5]([C:12](=[O:14])[CH3:13])[C@@H:4]([CH:15]2[CH2:17][CH2:16]2)[C@@H:3]1[CH3:18].CC(C)([O-])C.[Na+].CN(C1C(C2C(P(C3CCCCC3)C3CCCCC3)=CC=CC=2)=CC=CC=1)C.Br[C:54]1[CH:55]=[C:56]([CH:66]=[CH:67][CH:68]=1)[CH2:57][NH:58][C:59](=[O:65])[O:60][C:61]([CH3:64])([CH3:63])[CH3:62], predict the reaction product. The product is: [C:12]([N:5]1[C:6]2[C:11](=[CH:10][CH:9]=[CH:8][CH:7]=2)[C@H:2]([NH:1][C:54]2[CH:55]=[C:56]([CH:66]=[CH:67][CH:68]=2)[CH2:57][NH:58][C:59](=[O:65])[O:60][C:61]([CH3:63])([CH3:64])[CH3:62])[C@@H:3]([CH3:18])[C@@H:4]1[CH:15]1[CH2:17][CH2:16]1)(=[O:14])[CH3:13]. (6) Given the reactants [F:1][C:2]([F:18])([F:17])[C:3]1[CH:8]=[CH:7][C:6]([NH:9][C:10](=[O:16])[O:11][C:12]([CH3:15])([CH3:14])[CH3:13])=[CH:5][CH:4]=1.[C:19]([Li])(C)(C)C.IC, predict the reaction product. The product is: [CH3:19][C:7]1[CH:8]=[C:3]([C:2]([F:17])([F:18])[F:1])[CH:4]=[CH:5][C:6]=1[NH:9][C:10](=[O:16])[O:11][C:12]([CH3:13])([CH3:14])[CH3:15]. (7) Given the reactants COC([C:5]1([C:18]2[C:27]3[C:22](=[CH:23][CH:24]=[C:25]([I:28])[CH:26]=3)[N:21]=[CH:20][N:19]=2)[CH2:10][CH2:9][N:8](C(OC(C)(C)C)=O)[CH2:7][CH2:6]1)=O.[Li+].[Cl-].Cl.[OH-].[Na+], predict the reaction product. The product is: [I:28][C:25]1[CH:26]=[C:27]2[C:22](=[CH:23][CH:24]=1)[N:21]=[CH:20][N:19]=[C:18]2[CH:5]1[CH2:10][CH2:9][NH:8][CH2:7][CH2:6]1.